This data is from Full USPTO retrosynthesis dataset with 1.9M reactions from patents (1976-2016). The task is: Predict the reactants needed to synthesize the given product. (1) Given the product [CH3:17][S:18]([O:16][CH2:15][C:14]1[C:9]([Br:8])=[N:10][CH:11]=[CH:12][CH:13]=1)(=[O:20])=[O:19], predict the reactants needed to synthesize it. The reactants are: C(N(CC)CC)C.[Br:8][C:9]1[C:14]([CH2:15][OH:16])=[CH:13][CH:12]=[CH:11][N:10]=1.[CH3:17][S:18](Cl)(=[O:20])=[O:19]. (2) Given the product [CH3:53][C:54]1[C:59]([NH:60][C:3]([C:5]2[CH:6]=[CH:7][C:8]3[C@@:14]4([CH2:23][CH3:24])[CH2:15][CH2:16][C@@:17]([OH:22])([CH2:19][CH2:20][CH3:21])[CH2:18][C@H:13]4[CH2:12][CH2:11][CH:10]([OH:25])[C:9]=3[CH:26]=2)=[O:2])=[CH:58][CH:57]=[CH:56][N:55]=1.[CH3:53][C:54]1[C:59]([NH:60][C:29]([C:31]2[CH:32]=[CH:33][C:34]3[C@:40]4([CH2:49][CH3:50])[CH2:41][CH2:42][C@:43]([OH:48])([CH2:45][CH2:46][CH3:47])[CH2:44][C@@H:39]4[CH2:38][CH2:37][CH:36]([OH:51])[C:35]=3[CH:52]=2)=[O:28])=[CH:58][CH:57]=[CH:56][N:55]=1, predict the reactants needed to synthesize it. The reactants are: C[O:2][C:3]([C:5]1[CH:6]=[CH:7][C:8]2[C@@:14]3([CH2:23][CH3:24])[CH2:15][CH2:16][C@@:17]([OH:22])([CH2:19][CH2:20][CH3:21])[CH2:18][C@H:13]3[CH2:12][CH2:11][CH:10]([OH:25])[C:9]=2[CH:26]=1)=O.C[O:28][C:29]([C:31]1[CH:32]=[CH:33][C:34]2[C@:40]3([CH2:49][CH3:50])[CH2:41][CH2:42][C@:43]([OH:48])([CH2:45][CH2:46][CH3:47])[CH2:44][C@@H:39]3[CH2:38][CH2:37][CH:36]([OH:51])[C:35]=2[CH:52]=1)=O.[CH3:53][C:54]1[C:59]([NH2:60])=[CH:58][CH:57]=[CH:56][N:55]=1.[Li+].C[Si]([N-][Si](C)(C)C)(C)C.[NH4+].[Cl-]. (3) The reactants are: [F:1][C:2]([F:7])([F:6])C(O)=O.C(O[C:13]([N:15]1[CH2:20][CH2:19][N:18]([C:21]2[CH:26]=[CH:25][C:24]([O:27][CH2:28][CH:29]3[O:34][C:33]4=[N:35][C:36]([N+:38]([O-:40])=[O:39])=[CH:37][N:32]4[CH2:31][CH2:30]3)=[CH:23][CH:22]=2)[CH2:17][CH2:16]1)=O)(C)(C)C. Given the product [N+:38]([C:36]1[N:35]=[C:33]2[N:32]([CH:37]=1)[CH2:31][CH2:30][CH:29]([CH2:28][O:27][C:24]1[CH:23]=[CH:22][C:21]([N:18]3[CH2:17][CH2:16][N:15]([CH2:13][C:21]4[CH:26]=[CH:25][C:24]([O:27][C:2]([F:1])([F:6])[F:7])=[CH:23][CH:22]=4)[CH2:20][CH2:19]3)=[CH:26][CH:25]=1)[O:34]2)([O-:40])=[O:39], predict the reactants needed to synthesize it. (4) Given the product [CH2:1]([C@H:8]1[CH2:12][O:11][C:10](=[O:13])[N:9]1[C:14](=[O:19])[C@@H:15]([CH2:30][C:31]1[CH:36]=[CH:35][CH:34]=[CH:33][CH:32]=1)[CH2:16][CH:17]=[CH2:18])[C:2]1[CH:3]=[CH:4][CH:5]=[CH:6][CH:7]=1, predict the reactants needed to synthesize it. The reactants are: [CH2:1]([C@H:8]1[CH2:12][O:11][C:10](=[O:13])[N:9]1[C:14](=[O:19])[CH2:15][CH2:16][CH:17]=[CH2:18])[C:2]1[CH:7]=[CH:6][CH:5]=[CH:4][CH:3]=1.C[Si](C)(C)[N-][Si](C)(C)C.[Na+].[CH2:30](Br)[C:31]1[CH:36]=[CH:35][CH:34]=[CH:33][CH:32]=1. (5) Given the product [Cl:13][C:14]1[CH:19]=[CH:18][C:17]([O:12][CH2:11][C:7]2[CH:8]=[CH:9][CH:10]=[C:5]([O:4][CH2:3][O:2][CH3:1])[CH:6]=2)=[CH:16][CH:15]=1, predict the reactants needed to synthesize it. The reactants are: [CH3:1][O:2][CH2:3][O:4][C:5]1[CH:6]=[C:7]([CH2:11][OH:12])[CH:8]=[CH:9][CH:10]=1.[Cl:13][C:14]1[CH:19]=[CH:18][C:17](O)=[CH:16][CH:15]=1.C1(N=C=NC2CCCCC2)CCCCC1.